Dataset: Full USPTO retrosynthesis dataset with 1.9M reactions from patents (1976-2016). Task: Predict the reactants needed to synthesize the given product. (1) Given the product [OH:19][C:16]1[CH:15]=[CH:14][C:13]([C:7]2[CH2:8][C:9]3[C:5]([C:6]=2[C:21]2[CH:26]=[CH:25][C:24]([CH3:31])=[CH:23][CH:22]=2)=[CH:4][C:3]([OH:2])=[CH:11][C:10]=3[CH3:12])=[CH:18][CH:17]=1, predict the reactants needed to synthesize it. The reactants are: C[O:2][C:3]1[CH:4]=[C:5]2[C:9](=[C:10]([CH3:12])[CH:11]=1)[CH2:8][C:7]([C:13]1[CH:18]=[CH:17][C:16]([O:19]C)=[CH:15][CH:14]=1)=[C:6]2[C:21]1[CH:26]=[CH:25][CH:24]=[CH:23][CH:22]=1.B(Br)(Br)Br.[CH2:31](Cl)Cl. (2) Given the product [CH3:1][O:2][C:3]([C:5]1([CH2:10][CH2:11][S:14][CH3:13])[CH2:9][CH2:8][CH2:7][CH2:6]1)=[O:4], predict the reactants needed to synthesize it. The reactants are: [CH3:1][O:2][C:3]([C:5]1([CH2:10][CH2:11]Br)[CH2:9][CH2:8][CH2:7][CH2:6]1)=[O:4].[CH3:13][S-:14].[Na+].O.